From a dataset of Full USPTO retrosynthesis dataset with 1.9M reactions from patents (1976-2016). Predict the reactants needed to synthesize the given product. (1) Given the product [CH:18]([CH:3]([C:2](=[O:1])[CH2:9][CH2:10][C:11]1[CH:12]=[CH:13][CH:14]=[CH:15][CH:16]=1)[C:4]([O:6][CH2:7][CH3:8])=[O:5])([CH3:20])[CH3:19], predict the reactants needed to synthesize it. The reactants are: [O:1]=[C:2]([CH2:9][CH2:10][C:11]1[CH:16]=[CH:15][CH:14]=[CH:13][CH:12]=1)[CH2:3][C:4]([O:6][CH2:7][CH3:8])=[O:5].I[CH:18]([CH3:20])[CH3:19].C([O-])([O-])=O.[K+].[K+]. (2) Given the product [CH3:79][C:77]1[CH:78]=[C:73]([O:72][CH2:69][C:70]#[CH:71])[CH:74]=[C:75]([CH3:84])[C:76]=1[S:80]([O:16][CH2:17][C:18]([OH:68])([CH3:67])[C:19](=[O:66])[C@H:20]([CH2:62][CH:63]([CH3:64])[CH3:65])[NH:21][C:22](=[O:61])[C@H:23]([CH2:54][C:55]1[CH:60]=[CH:59][CH:58]=[CH:57][CH:56]=1)[NH:24][C:25](=[O:53])[C@H:26]([CH2:49][CH:50]([CH3:52])[CH3:51])[NH:27][C:28](=[O:48])[C@H:29]([CH2:40][CH2:41][C:42]1[CH:47]=[CH:46][CH:45]=[CH:44][CH:43]=1)[NH:30][C:31](=[O:39])[CH2:32][N:33]1[CH2:38][CH2:37][O:36][CH2:35][CH2:34]1)(=[O:82])=[O:81], predict the reactants needed to synthesize it. The reactants are: C(NC(C1C=C(S([O:16][CH2:17][C@:18]([OH:68])([CH3:67])[C:19](=[O:66])[C@H:20]([CH2:62][CH:63]([CH3:65])[CH3:64])[NH:21][C:22](=[O:61])[C@H:23]([CH2:54][C:55]2[CH:60]=[CH:59][CH:58]=[CH:57][CH:56]=2)[NH:24][C:25](=[O:53])[C@H:26]([CH2:49][CH:50]([CH3:52])[CH3:51])[NH:27][C:28](=[O:48])[C@H:29]([CH2:40][CH2:41][C:42]2[CH:47]=[CH:46][CH:45]=[CH:44][CH:43]=2)[NH:30][C:31](=[O:39])[CH2:32][N:33]2[CH2:38][CH2:37][O:36][CH2:35][CH2:34]2)(=O)=O)C=CC=1)=O)C#C.[CH2:69]([O:72][C:73]1[CH:78]=[C:77]([CH3:79])[C:76]([S:80](Cl)(=[O:82])=[O:81])=[C:75]([CH3:84])[CH:74]=1)[C:70]#[CH:71].OC[C@](O)(C)C(=O)[C@@H](NC(=O)[C@@H](NC(=O)[C@@H](NC(=O)[C@@H](NC(=O)CN1CCOCC1)CCC1C=CC=CC=1)CC(C)C)CC1C=CC=CC=1)CC(C)C. (3) Given the product [O:16]1[C:17]2[CH:23]=[CH:22][CH:21]=[CH:20][C:18]=2[N:19]=[C:15]1[C:12]1[CH:13]=[CH:14][C:8]2[N:7]([CH2:6][CH:2]3[CH2:3][CH2:4][CH2:5][O:1]3)[C:25]([CH3:26])=[N:10][C:9]=2[CH:11]=1, predict the reactants needed to synthesize it. The reactants are: [O:1]1[CH2:5][CH2:4][CH2:3][CH:2]1[CH2:6][NH:7][C:8]1[CH:14]=[CH:13][C:12]([C:15]2[O:16][C:17]3[CH:23]=[CH:22][CH:21]=[CH:20][C:18]=3[N:19]=2)=[CH:11][C:9]=1[NH2:10].Cl.[C:25](=N)(OC)[CH3:26].O. (4) Given the product [Cl:20][C:6]1[CH:5]=[N:4][CH:3]=[C:2]([Cl:1])[C:7]=1[S:8][C:9]1[S:13][C:12]([C:14]([NH:27][CH2:26][C:25]2[CH:28]=[CH:29][C:22]([OH:21])=[CH:23][CH:24]=2)=[O:16])=[CH:11][C:10]=1[N+:17]([O-:19])=[O:18], predict the reactants needed to synthesize it. The reactants are: [Cl:1][C:2]1[CH:3]=[N:4][CH:5]=[C:6]([Cl:20])[C:7]=1[S:8][C:9]1[S:13][C:12]([C:14]([OH:16])=O)=[CH:11][C:10]=1[N+:17]([O-:19])=[O:18].[OH:21][C:22]1[CH:29]=[CH:28][C:25]([CH2:26][NH2:27])=[CH:24][CH:23]=1. (5) Given the product [C:1]1([C:7]2[O:11][N:10]=[C:9]([NH:12][C:13](=[O:16])[O:14][C:1]3[CH:6]=[CH:5][CH:4]=[CH:3][CH:2]=3)[CH:8]=2)[CH:2]=[CH:3][CH:4]=[CH:5][CH:6]=1, predict the reactants needed to synthesize it. The reactants are: [C:1]1([C:7]2[O:11][N:10]=[C:9]([NH2:12])[CH:8]=2)[CH:6]=[CH:5][CH:4]=[CH:3][CH:2]=1.[C:13](=[O:16])([O-])[O-:14].[K+].[K+]. (6) Given the product [Cl:50][C:51]([F:56])([F:55])[CH2:52][N:27]1[C:28]2[C:29](=[C:30]3[C:35](=[CH:36][CH:37]=2)[N:34]=[C:33]([O:38][CH:39]([CH3:41])[CH3:40])[CH:32]=[C:31]3[C:42]([F:44])([F:45])[F:43])[O:46][CH2:47][C@H:26]1[CH2:24][CH3:25], predict the reactants needed to synthesize it. The reactants are: C([C@@H]1COC2=C3C(=CC=C2N1CC)NC(=O)C=C3C(F)(F)F)C.[CH2:24]([C@@H:26]1[CH2:47][O:46][C:29]2=[C:30]3[C:35](=[CH:36][CH:37]=[C:28]2[NH:27]1)[N:34]=[C:33]([O:38][CH:39]([CH3:41])[CH3:40])[CH:32]=[C:31]3[C:42]([F:45])([F:44])[F:43])[CH3:25].[BH4-].[Na+].[Cl:50][C:51]([F:56])([F:55])[C:52](O)=O. (7) Given the product [CH2:2]([C:1]1[C:4]2[C:9](=[N:8][CH:7]=[CH:6][N:5]=2)[NH:28][C:27]=1[C:26]1[CH:29]=[CH:30][C:23]([CH2:20][CH:21]=[O:32])=[CH:24][CH:25]=1)[CH3:3], predict the reactants needed to synthesize it. The reactants are: [CH2:1]([C:4]1[CH:9]=[N:8][CH:7]=[CH:6][N:5]=1)[CH2:2][CH3:3].C[Si]([N-][Si](C)(C)C)(C)C.[Na+].[C:20]([C:23]1[CH:30]=[CH:29][C:26]([C:27]#[N:28])=[CH:25][CH:24]=1)(=O)[CH3:21].C(=O)(O)[O-:32].[Na+].